Predict which catalyst facilitates the given reaction. From a dataset of Catalyst prediction with 721,799 reactions and 888 catalyst types from USPTO. (1) Product: [N+:15]([C:10]1[CH:11]=[CH:12][CH:13]=[CH:14][C:9]=1[NH:7][CH:3]1[CH2:4][CH2:5][CH2:6][O:1][CH2:2]1)([O-:17])=[O:16]. The catalyst class is: 3. Reactant: [O:1]1[CH2:6][CH2:5][CH2:4][CH:3]([NH2:7])[CH2:2]1.F[C:9]1[CH:14]=[CH:13][CH:12]=[CH:11][C:10]=1[N+:15]([O-:17])=[O:16].C(=O)([O-])[O-].[K+].[K+]. (2) Reactant: [CH:1]1([C:4]2[N:8]=[C:7]([C:9]3[C:10]4[CH2:18][CH2:17][C:16]([F:20])([F:19])[CH2:15][C:11]=4[S:12][C:13]=3[NH2:14])[S:6][N:5]=2)[CH2:3][CH2:2]1.[CH:21]12[CH2:28][CH2:27][CH:24]([CH2:25][CH2:26]1)[C:23]1[C:29]([O:31][C:32](=[O:33])[C:22]2=1)=[O:30]. Product: [CH:1]1([C:4]2[N:8]=[C:7]([C:9]3[C:10]4[CH2:18][CH2:17][C:16]([F:20])([F:19])[CH2:15][C:11]=4[S:12][C:13]=3[NH:14][C:32]([C:22]3[CH:21]4[CH2:28][CH2:27][CH:24]([CH2:25][CH2:26]4)[C:23]=3[C:29]([OH:31])=[O:30])=[O:33])[S:6][N:5]=2)[CH2:3][CH2:2]1. The catalyst class is: 61. (3) Reactant: Br[C:2]1[CH:3]=[C:4]([CH:25]=[CH:26][N:27]=1)[C:5]([NH:7][C:8]1[S:9][C:10]2[C:16]([N:17]3[CH2:22][CH2:21][O:20][CH2:19][CH2:18]3)=[CH:15][CH:14]=[C:13]([O:23][CH3:24])[C:11]=2[N:12]=1)=[O:6].C(=O)([O-])[O-].[Cs+].[Cs+].[CH:34]1([NH2:40])[CH2:39][CH2:38][CH2:37][CH2:36][CH2:35]1. Product: [CH:34]1([NH:40][C:2]2[CH:3]=[C:4]([CH:25]=[CH:26][N:27]=2)[C:5]([NH:7][C:8]2[S:9][C:10]3[C:16]([N:17]4[CH2:22][CH2:21][O:20][CH2:19][CH2:18]4)=[CH:15][CH:14]=[C:13]([O:23][CH3:24])[C:11]=3[N:12]=2)=[O:6])[CH2:39][CH2:38][CH2:37][CH2:36][CH2:35]1. The catalyst class is: 37. (4) Reactant: Br[C:2]1[CH:12]=[C:11]([CH3:13])[C:5]2[N:6]=[C:7]([NH2:10])[N:8]=[N:9][C:4]=2[CH:3]=1.[N+:14]([C:17]1[CH:18]=[C:19](B(O)O)[CH:20]=[CH:21][CH:22]=1)([O-:16])=[O:15].C(=O)([O-])[O-].[Na+].[Na+]. Product: [CH3:13][C:11]1[C:5]2[N:6]=[C:7]([NH2:10])[N:8]=[N:9][C:4]=2[CH:3]=[C:2]([C:21]2[CH:20]=[CH:19][CH:18]=[C:17]([N+:14]([O-:16])=[O:15])[CH:22]=2)[CH:12]=1. The catalyst class is: 492. (5) Reactant: [F:1][C:2]1[CH:11]=[C:10]([N+:12]([O-])=O)[CH:9]=[CH:8][C:3]=1[C:4]([O:6][CH3:7])=[O:5]. Product: [NH2:12][C:10]1[CH:9]=[CH:8][C:3]([C:4]([O:6][CH3:7])=[O:5])=[C:2]([F:1])[CH:11]=1. The catalyst class is: 19.